Dataset: Catalyst prediction with 721,799 reactions and 888 catalyst types from USPTO. Task: Predict which catalyst facilitates the given reaction. (1) The catalyst class is: 34. Product: [CH3:25][S:26]([O:17][CH2:16][CH2:15][C:12]1[CH:11]=[CH:10][C:9]([NH:8][C:5]2[N:4]=[CH:3][C:2]([Br:1])=[CH:7][N:6]=2)=[CH:14][CH:13]=1)(=[O:28])=[O:27]. Reactant: [Br:1][C:2]1[CH:3]=[N:4][C:5]([NH:8][C:9]2[CH:14]=[CH:13][C:12]([CH2:15][CH2:16][OH:17])=[CH:11][CH:10]=2)=[N:6][CH:7]=1.C(N(CC)CC)C.[CH3:25][S:26](Cl)(=[O:28])=[O:27]. (2) Reactant: [C:1]([N:4]([CH2:12][C:13]1[CH:21]=[CH:20][C:16]([C:17]([OH:19])=O)=[CH:15][CH:14]=1)[CH2:5][C:6]1[N:7]=[N:8][N:9]([CH3:11])[CH:10]=1)(=[O:3])[CH3:2].CC([N:26]([C:30]1[CH:35]=[CH:34][C:33]([C:36]2[S:37][CH:38]=[CH:39][CH:40]=2)=[CH:32][C:31]=1[NH:41]C(C1C=CC(CCl)=CC=1)=O)C(=O)[O-])(C)C.C1C=CC2N(O)N=NC=2C=1.C(Cl)CCl.C(Cl)Cl.C(O)(C(F)(F)F)=O.C([O-])(O)=O.[Na+]. Product: [C:1]([N:4]([CH2:12][C:13]1[CH:14]=[CH:15][C:16]([C:17]([NH:41][C:31]2[CH:32]=[C:33]([C:36]3[S:37][CH:38]=[CH:39][CH:40]=3)[CH:34]=[CH:35][C:30]=2[NH2:26])=[O:19])=[CH:20][CH:21]=1)[CH2:5][C:6]1[N:7]=[N:8][N:9]([CH3:11])[CH:10]=1)(=[O:3])[CH3:2]. The catalyst class is: 329. (3) Reactant: [CH3:1][O:2][C:3]1[CH:4]=[C:5]2[C:10](=[CH:11][CH:12]=1)[C:9](=[O:13])[CH2:8][CH2:7][CH2:6]2.[CH3:14]I.[H-].[Na+]. Product: [CH3:1][O:2][C:3]1[CH:4]=[C:5]2[C:10](=[CH:11][CH:12]=1)[C:9](=[O:13])[CH:8]([CH3:14])[CH2:7][CH2:6]2. The catalyst class is: 11. (4) Reactant: [H-].[Na+].[CH3:3][C:4]1([OH:8])[CH2:7][O:6][CH2:5]1.[C:9](=[O:24])([O:17][C:18]1[CH:23]=[CH:22][CH:21]=[CH:20][N:19]=1)[O:10][C:11]1[CH:16]=[CH:15][CH:14]=[CH:13][N:12]=1. Product: [C:9](=[O:17])([O:10][C:11]1[CH:16]=[CH:15][CH:14]=[CH:13][N:12]=1)[O:8][C:4]1([CH3:3])[CH2:7][O:6][CH2:5]1.[C:9](=[O:24])([O-:10])[O:17][C:18]1[C:23]([C:4]2([CH3:3])[CH2:7][O:6][CH2:5]2)=[CH:22][CH:21]=[CH:20][N:19]=1. The catalyst class is: 49. (5) Reactant: [Cl:1][C:2]1[CH:7]=[CH:6][C:5]([S:8]([N:11]2[CH2:16][CH2:15][NH:14][C:13](=[O:17])[C@H:12]2[CH2:18][C:19](O)=[O:20])(=[O:10])=[O:9])=[CH:4][CH:3]=1.[S:22]1[CH2:27][CH2:26][CH2:25][S:24][CH:23]1[CH2:28][CH2:29][C:30]1[CH:31]=[C:32]2[C:37](=[CH:38]C=1)[C@H:36](N)[CH2:35][CH2:34][CH2:33]2.C1C=CC2N(O)N=[N:47]C=2C=1.CCN=C=NCCCN(C)C. The catalyst class is: 3. Product: [S:24]1[CH2:25][CH2:26][CH2:27][S:22][CH:23]1[CH2:28][C:29]1[CH:38]=[C:37]2[C:32](=[CH:31][CH:30]=1)[C@H:33]([NH:47][C:19](=[O:20])[CH2:18][C@@H:12]1[C:13](=[O:17])[NH:14][CH2:15][CH2:16][N:11]1[S:8]([C:5]1[CH:6]=[CH:7][C:2]([Cl:1])=[CH:3][CH:4]=1)(=[O:9])=[O:10])[CH2:34][CH2:35][CH2:36]2.